From a dataset of Full USPTO retrosynthesis dataset with 1.9M reactions from patents (1976-2016). Predict the reactants needed to synthesize the given product. (1) Given the product [OH:10][CH:4]1[C:5]2([CH2:9][CH2:8][CH2:7][CH2:6]2)[CH2:1][N:2]([C:22]([O:21][C:18]([CH3:20])([CH3:19])[CH3:17])=[O:23])[CH2:3]1, predict the reactants needed to synthesize it. The reactants are: [CH2:1]1[C:5]2([CH2:9][CH2:8][CH2:7][CH2:6]2)[CH:4]([OH:10])[CH2:3][NH:2]1.C([O-])([O-])=O.[Na+].[Na+].[CH3:17][C:18]([O:21][C:22](O[C:22]([O:21][C:18]([CH3:20])([CH3:19])[CH3:17])=[O:23])=[O:23])([CH3:20])[CH3:19]. (2) Given the product [C:1]([O:5][C:6]([NH:8][CH2:9][C:10]1[O:11][C:12]([S:22]([OH:24])(=[O:23])=[O:21])=[CH:13][CH:14]=1)=[O:7])([CH3:4])([CH3:2])[CH3:3], predict the reactants needed to synthesize it. The reactants are: [C:1]([O:5][C:6]([NH:8][CH2:9][C:10]1[O:11][CH:12]=[CH:13][CH:14]=1)=[O:7])([CH3:4])([CH3:3])[CH3:2].C1C=CN=CC=1.[O:21]=[S:22](=[O:24])=[O:23].